From a dataset of Catalyst prediction with 721,799 reactions and 888 catalyst types from USPTO. Predict which catalyst facilitates the given reaction. (1) Reactant: [NH2:1][C@H:2]1[CH2:7][CH2:6][CH2:5][CH2:4][C@H:3]1[NH:8][C:9]1[N:10]=[CH:11][C:12]2[C:18](=[O:19])[NH:17][CH:16]=[C:15]([C:20]3[C:28]4[C:23](=[CH:24][C:25]([C:29]([F:32])([F:31])[F:30])=[CH:26][CH:27]=4)[N:22](S(C4C=CC(C)=CC=4)(=O)=O)[CH:21]=3)[C:13]=2[N:14]=1.[OH-].[Na+]. Product: [NH2:1][C@H:2]1[CH2:7][CH2:6][CH2:5][CH2:4][C@H:3]1[NH:8][C:9]1[N:10]=[CH:11][C:12]2[C:18](=[O:19])[NH:17][CH:16]=[C:15]([C:20]3[C:28]4[C:23](=[CH:24][C:25]([C:29]([F:30])([F:32])[F:31])=[CH:26][CH:27]=4)[NH:22][CH:21]=3)[C:13]=2[N:14]=1. The catalyst class is: 214. (2) Reactant: [CH2:1]([O:3][C:4]1[CH:33]=[C:32]([F:34])[C:7]([CH2:8][N:9]2[C:13]3[CH2:14][CH2:15][CH2:16][C:12]=3[C:11]([C:17]3[N:22]=[C:21]([NH:23][C:24]4[CH:29]=[CH:28][N:27]=[CH:26][CH:25]=4)[C:20]([O:30]C)=[CH:19][N:18]=3)=[N:10]2)=[C:6]([F:35])[CH:5]=1)[CH3:2].C(=O)([O-])[O-].[K+].[K+].C1(S)C=CC=CC=1. Product: [CH2:1]([O:3][C:4]1[CH:5]=[C:6]([F:35])[C:7]([CH2:8][N:9]2[C:13]3[CH2:14][CH2:15][CH2:16][C:12]=3[C:11]([C:17]3[N:22]=[C:21]([NH:23][C:24]4[CH:25]=[CH:26][N:27]=[CH:28][CH:29]=4)[C:20]([OH:30])=[CH:19][N:18]=3)=[N:10]2)=[C:32]([F:34])[CH:33]=1)[CH3:2]. The catalyst class is: 60. (3) Reactant: [F:1][C:2]1[CH:3]=[CH:4][C:5]2[N:9]=[C:8]([C@@H:10]([NH2:14])[CH:11]([CH3:13])[CH3:12])[N:7]([C:15]3[CH:16]=[N:17][CH:18]=[CH:19][CH:20]=3)[C:6]=2[CH:21]=1.Cl[C:23]1[N:31]=[CH:30][N:29]=[C:28]2[C:24]=1[N:25]=[CH:26][N:27]2C1CCCCO1.CCN(C(C)C)C(C)C. Product: [F:1][C:2]1[CH:3]=[CH:4][C:5]2[N:9]=[C:8]([CH:10]([NH:14][C:23]3[N:31]=[CH:30][N:29]=[C:28]4[C:24]=3[N:25]=[CH:26][NH:27]4)[CH:11]([CH3:13])[CH3:12])[N:7]([C:15]3[CH:16]=[N:17][CH:18]=[CH:19][CH:20]=3)[C:6]=2[CH:21]=1. The catalyst class is: 51. (4) Reactant: [CH3:1][C:2]1([C:8]([C:10]2[C:18]3[C:13](=[N:14][CH:15]=[C:16]([C:19]4[CH:24]=[CH:23][CH:22]=[C:21]([N:25]5[CH2:30][CH2:29][NH:28][CH2:27][CH2:26]5)[CH:20]=4)[N:17]=3)[NH:12][CH:11]=2)=[O:9])[CH2:7][CH2:6][CH2:5][CH2:4][CH2:3]1.[CH3:31][S:32](Cl)(=[O:34])=[O:33]. Product: [CH3:31][S:32]([N:28]1[CH2:29][CH2:30][N:25]([C:21]2[CH:20]=[C:19]([C:16]3[N:17]=[C:18]4[C:10]([C:8]([C:2]5([CH3:1])[CH2:7][CH2:6][CH2:5][CH2:4][CH2:3]5)=[O:9])=[CH:11][NH:12][C:13]4=[N:14][CH:15]=3)[CH:24]=[CH:23][CH:22]=2)[CH2:26][CH2:27]1)(=[O:34])=[O:33]. The catalyst class is: 17. (5) Reactant: [C:1]([C:5]1[S:9][C:8]([NH:10][C:11](=[O:22])[C:12]2[CH:17]=[CH:16][C:15](Cl)=[C:14]([N+:19]([O-:21])=[O:20])[CH:13]=2)=[N:7][CH:6]=1)([CH3:4])([CH3:3])[CH3:2].[NH2:23][C:24]1[CH:29]=[CH:28][C:27]([SH:30])=[CH:26][CH:25]=1.C([O-])(=O)C.[Na+]. Product: [NH2:23][C:24]1[CH:29]=[CH:28][C:27]([S:30][C:15]2[CH:16]=[CH:17][C:12]([C:11]([NH:10][C:8]3[S:9][C:5]([C:1]([CH3:4])([CH3:3])[CH3:2])=[CH:6][N:7]=3)=[O:22])=[CH:13][C:14]=2[N+:19]([O-:21])=[O:20])=[CH:26][CH:25]=1. The catalyst class is: 8. (6) Reactant: [C:1]1([C:7]2[N:12]=[N:11][C:10]([N:13]3[CH2:17][C@@H:16]4[CH2:18][N:19]([C:21](OC(C)(C)C)=O)[CH2:20][C@@H:15]4[CH2:14]3)=[CH:9][CH:8]=2)[CH:6]=[CH:5][CH:4]=[CH:3][CH:2]=1.C=O. Product: [CH3:21][N:19]1[CH2:18][C@@H:16]2[C@@H:15]([CH2:14][N:13]([C:10]3[N:11]=[N:12][C:7]([C:1]4[CH:2]=[CH:3][CH:4]=[CH:5][CH:6]=4)=[CH:8][CH:9]=3)[CH2:17]2)[CH2:20]1. The catalyst class is: 106.